This data is from Forward reaction prediction with 1.9M reactions from USPTO patents (1976-2016). The task is: Predict the product of the given reaction. (1) Given the reactants [O:1]1[CH2:6][CH2:5][N:4]([C:7]2[CH:13]=[CH:12][C:10]([NH2:11])=[CH:9][CH:8]=2)[CH2:3][CH2:2]1.Cl[C:15]1[N:20]=[C:19]2[NH:21][N:22]=[CH:23][C:18]2=[C:17]([NH:24][C@@H:25]2[CH2:30][CH2:29][C@H:28]([NH:31]C(=O)OC(C)(C)C)[CH2:27][CH2:26]2)[N:16]=1, predict the reaction product. The product is: [NH2:31][C@@H:28]1[CH2:29][CH2:30][C@H:25]([NH:24][C:17]2[N:16]=[C:15]([NH:11][C:10]3[CH:12]=[CH:13][C:7]([N:4]4[CH2:3][CH2:2][O:1][CH2:6][CH2:5]4)=[CH:8][CH:9]=3)[N:20]=[C:19]3[NH:21][N:22]=[CH:23][C:18]=23)[CH2:26][CH2:27]1. (2) Given the reactants [Br:1][C:2]1[CH:10]=[CH:9][C:5]([C:6]([OH:8])=O)=[CH:4][C:3]=1[S:11](Cl)(=[O:13])=[O:12].[Br:15][C:16]1[CH:22]=[CH:21][C:19]([NH2:20])=[CH:18][CH:17]=1.[NH2:23][C:24]1[CH:33]=[CH:32][C:31]([Br:34])=[CH:30][C:25]=1[C:26]([O:28]C)=[O:27], predict the reaction product. The product is: [Br:34][C:31]1[CH:32]=[CH:33][C:24]([NH:23][C:6](=[O:8])[C:5]2[CH:9]=[CH:10][C:2]([Br:1])=[C:3]([S:11](=[O:13])(=[O:12])[NH:20][C:19]3[CH:21]=[CH:22][C:16]([Br:15])=[CH:17][CH:18]=3)[CH:4]=2)=[C:25]([CH:30]=1)[C:26]([OH:28])=[O:27]. (3) Given the reactants [CH3:1][C:2]1[C:7]([CH:8]([CH2:13][CH2:14][CH3:15])[C:9]([O:11]C)=[O:10])=[C:6]([C:16]2[CH:17]=[C:18]3[C:22](=[CH:23][CH:24]=2)[CH2:21][CH2:20][C:19]3=[O:25])[N:5]=[C:4]([C:26]2[CH:31]=[CH:30][CH:29]=[CH:28][CH:27]=2)[N:3]=1.[OH-].[Na+], predict the reaction product. The product is: [CH3:1][C:2]1[C:7]([CH:8]([CH2:13][CH2:14][CH3:15])[C:9]([OH:11])=[O:10])=[C:6]([C:16]2[CH:17]=[C:18]3[C:22](=[CH:23][CH:24]=2)[CH2:21][CH2:20][C:19]3=[O:25])[N:5]=[C:4]([C:26]2[CH:31]=[CH:30][CH:29]=[CH:28][CH:27]=2)[N:3]=1. (4) Given the reactants [Br:1][C:2]1[C:3]([CH:22]2[CH2:27][CH2:26][CH2:25][NH:24][CH2:23]2)=[N:4][C:5]2[N:6]([N:9]=[CH:10][C:11]=2[C:12]2[CH:13]=[N:14][C:15]3[C:20]([CH:21]=2)=[CH:19][CH:18]=[CH:17][CH:16]=3)[C:7]=1[NH2:8].CCN(C(C)C)C(C)C.[CH3:37][S:38](Cl)(=[O:40])=[O:39], predict the reaction product. The product is: [Br:1][C:2]1[C:3]([CH:22]2[CH2:27][CH2:26][CH2:25][N:24]([S:38]([CH3:37])(=[O:40])=[O:39])[CH2:23]2)=[N:4][C:5]2[N:6]([N:9]=[CH:10][C:11]=2[C:12]2[CH:13]=[N:14][C:15]3[C:20]([CH:21]=2)=[CH:19][CH:18]=[CH:17][CH:16]=3)[C:7]=1[NH2:8]. (5) Given the reactants [CH3:1][C:2]1[N:6]([CH2:7][CH:8]=[CH:9][CH2:10][CH2:11]OS(C)(=O)=O)[C:5](=[O:17])[O:4][N:3]=1.[I-:18].[Na+], predict the reaction product. The product is: [I:18][CH2:11][CH2:10][CH:9]=[CH:8][CH2:7][N:6]1[C:5](=[O:17])[O:4][N:3]=[C:2]1[CH3:1]. (6) Given the reactants Br[C:2]1[CH:11]=[C:10]2[C:5]([CH:6]=[CH:7][N:8]=[C:9]2[N:12]2[CH2:17][CH2:16][N:15]([C:18]([O:20][C:21]([CH3:24])([CH3:23])[CH3:22])=[O:19])[CH2:14][CH2:13]2)=[CH:4][CH:3]=1.[CH3:25][C:26]1[CH:27]=[C:28]([SH:33])[CH:29]=[C:30]([CH3:32])[CH:31]=1, predict the reaction product. The product is: [C:21]([O:20][C:18]([N:15]1[CH2:16][CH2:17][N:12]([C:9]2[C:10]3[C:5](=[CH:4][CH:3]=[C:2]([S:33][C:28]4[CH:29]=[C:30]([CH3:32])[CH:31]=[C:26]([CH3:25])[CH:27]=4)[CH:11]=3)[CH:6]=[CH:7][N:8]=2)[CH2:13][CH2:14]1)=[O:19])([CH3:24])([CH3:23])[CH3:22]. (7) Given the reactants O=[C:2]([CH:7]1[CH2:16][CH2:15][C:14]2[C:9](=[CH:10][CH:11]=[C:12]([CH:17]=[CH2:18])[CH:13]=2)[C:8]1=[O:19])[C:3]([O:5][CH3:6])=[O:4].Cl.[NH2:21]O, predict the reaction product. The product is: [CH:17]([C:12]1[CH:13]=[C:14]2[C:9](=[CH:10][CH:11]=1)[C:8]1[O:19][N:21]=[C:2]([C:3]([O:5][CH3:6])=[O:4])[C:7]=1[CH2:16][CH2:15]2)=[CH2:18]. (8) Given the reactants [CH3:1][N:2]1[C:10](=[O:11])[C:9]2[N:8](CC=C)[CH:7]=[N:6][C:5]=2[N:4]([CH2:15][CH2:16][CH2:17][CH2:18][CH3:19])[C:3]1=[O:20].C1([SiH3])C=CC=CC=1.C(O)(=O)C, predict the reaction product. The product is: [CH3:1][N:2]1[C:10](=[O:11])[C:9]2[NH:8][CH:7]=[N:6][C:5]=2[N:4]([CH2:15][CH2:16][CH2:17][CH2:18][CH3:19])[C:3]1=[O:20]. (9) Given the reactants [Br:1]N1C(C)(C)C(=O)N(Br)C1=O.[F:12][C:13]([F:28])([F:27])[C:14]1[CH:22]=[CH:21][CH:20]=[C:19]([C:23]([F:26])([F:25])[F:24])[C:15]=1[C:16]([OH:18])=[O:17], predict the reaction product. The product is: [Br:1][C:21]1[CH:22]=[C:14]([C:13]([F:27])([F:28])[F:12])[C:15]([C:16]([OH:18])=[O:17])=[C:19]([C:23]([F:24])([F:26])[F:25])[CH:20]=1. (10) Given the reactants [OH-:1].[K+].[Br:3][C:4]1[CH:5]=[C:6]2[C:10](=[CH:11][CH:12]=1)[NH:9][C:8](=[O:13])[C:7]2=O.[F:15][C:16]([F:28])([F:27])[C:17]1[CH:22]=[CH:21][C:20]([C:23](=O)[CH2:24][CH3:25])=[CH:19][CH:18]=1, predict the reaction product. The product is: [Br:3][C:4]1[CH:5]=[C:6]2[C:10](=[CH:11][CH:12]=1)[N:9]=[C:23]([C:20]1[CH:19]=[CH:18][C:17]([C:16]([F:15])([F:27])[F:28])=[CH:22][CH:21]=1)[C:24]([CH3:25])=[C:7]2[C:8]([OH:13])=[O:1].